This data is from Forward reaction prediction with 1.9M reactions from USPTO patents (1976-2016). The task is: Predict the product of the given reaction. (1) The product is: [Br:1][C:2]1[C:3]([O:10][CH2:11][CH3:12])=[N:4][CH:5]=[C:6]([CH3:8])[CH:7]=1. Given the reactants [Br:1][C:2]1[C:3](Cl)=[N:4][CH:5]=[C:6]([CH3:8])[CH:7]=1.[O-:10][CH2:11][CH3:12].[Na+], predict the reaction product. (2) Given the reactants [Cl:1][C:2]1[CH:3]=[N:4][CH:5]=[C:6]([Cl:23])[C:7]=1[CH2:8][CH:9]([C:11]1[C:20]2[O:19][CH2:18][CH2:17][O:16][C:15]=2[C:14]([O:21][CH3:22])=[CH:13][CH:12]=1)[OH:10].CC(C)=O.OS(O)(=O)=O.O=[Cr](=O)=O, predict the reaction product. The product is: [Cl:1][C:2]1[CH:3]=[N:4][CH:5]=[C:6]([Cl:23])[C:7]=1[CH2:8][C:9]([C:11]1[C:20]2[O:19][CH2:18][CH2:17][O:16][C:15]=2[C:14]([O:21][CH3:22])=[CH:13][CH:12]=1)=[O:10]. (3) Given the reactants [NH2:1][C:2]1[C:7]([CH3:8])=[CH:6][C:5]([CH:9]2[CH2:14][CH2:13][N:12]([CH2:15][CH2:16][N:17]([CH3:25])[C:18](=[O:24])[O:19][C:20]([CH3:23])([CH3:22])[CH3:21])[CH2:11][CH2:10]2)=[CH:4][C:3]=1[N+:26]([O-])=O, predict the reaction product. The product is: [NH2:26][C:3]1[CH:4]=[C:5]([CH:9]2[CH2:10][CH2:11][N:12]([CH2:15][CH2:16][N:17]([CH3:25])[C:18](=[O:24])[O:19][C:20]([CH3:21])([CH3:23])[CH3:22])[CH2:13][CH2:14]2)[CH:6]=[C:7]([CH3:8])[C:2]=1[NH2:1]. (4) Given the reactants [CH:1]1([N:4]([C@H:12]2[CH2:17][CH2:16][NH:15][CH2:14][C@H:13]2[F:18])C(=O)OC(C)(C)C)[CH2:3][CH2:2]1.Cl[C:20]1[CH:25]=[CH:24][C:23]([C:26]([F:29])([F:28])[F:27])=[CH:22][N:21]=1.C(N)(OC(C)(C)C)=O.FC(F)(F)C(O)=O, predict the reaction product. The product is: [CH:1]1([NH:4][C@H:12]2[CH2:17][CH2:16][N:15]([C:20]3[CH:25]=[CH:24][C:23]([C:26]([F:29])([F:28])[F:27])=[CH:22][N:21]=3)[CH2:14][C@H:13]2[F:18])[CH2:2][CH2:3]1. (5) The product is: [CH3:37][N:38]1[CH:39]=[CH:40][C:41]([C:23]2[CH:22]=[C:21]3[C:26](=[CH:25][CH:24]=2)[N:17]([C:7]2[C:8]4[CH2:9][N:10]([C:14](=[O:16])[CH3:15])[CH2:11][CH2:12][C:13]=4[N:5]([CH:3]4[CH2:2][O:1][CH2:4]4)[N:6]=2)[CH2:18][CH2:19][CH2:20]3)=[N:42]1. Given the reactants [O:1]1[CH2:4][CH:3]([N:5]2[C:13]3[CH2:12][CH2:11][N:10]([C:14](=[O:16])[CH3:15])[CH2:9][C:8]=3[C:7]([N:17]3[C:26]4[C:21](=[CH:22][C:23](B5OC(C)(C)C(C)(C)O5)=[CH:24][CH:25]=4)[CH2:20][CH2:19][CH2:18]3)=[N:6]2)[CH2:2]1.Cl[C:37]1[N:42]=[C:41](Cl)[CH:40]=[CH:39][N:38]=1.C([O-])([O-])=O.[Na+].[Na+].ClCCl, predict the reaction product.